Dataset: Full USPTO retrosynthesis dataset with 1.9M reactions from patents (1976-2016). Task: Predict the reactants needed to synthesize the given product. (1) Given the product [CH2:1]([C@H:8]1[CH2:9][N:10]([C:14]2[CH:19]=[CH:18][C:17]([O:20][CH3:21])=[C:16]([O:22][CH:23]3[CH2:27][CH2:26][CH2:25][CH2:24]3)[CH:15]=2)[CH2:11][CH2:12][N:13]1[C:30](=[O:29])[CH2:31][C:32]1[O:36][CH:35]=[N:34][CH:33]=1)[C:2]1[CH:3]=[CH:4][CH:5]=[CH:6][CH:7]=1, predict the reactants needed to synthesize it. The reactants are: [CH2:1]([C@@H:8]1[NH:13][CH2:12][CH2:11][N:10]([C:14]2[CH:19]=[CH:18][C:17]([O:20][CH3:21])=[C:16]([O:22][CH:23]3[CH2:27][CH2:26][CH2:25][CH2:24]3)[CH:15]=2)[CH2:9]1)[C:2]1[CH:7]=[CH:6][CH:5]=[CH:4][CH:3]=1.C[O:29][C:30](=O)[CH2:31][C:32]1[O:36][CH:35]=[N:34][CH:33]=1. (2) Given the product [OH:31][C:32]1[CH:33]=[C:34]([CH:37]=[CH:38][CH:39]=1)[CH2:35][NH:36][C:28]([C:26]1[O:27][C:23]([C:20]2[CH:21]=[C:22]3[C:17](=[CH:18][CH:19]=2)[NH:16][N:15]=[C:14]3[NH2:13])=[CH:24][CH:25]=1)=[O:30], predict the reactants needed to synthesize it. The reactants are: Cl.CN(C)CCCN=C=NCC.[NH2:13][C:14]1[C:22]2[C:17](=[CH:18][CH:19]=[C:20]([C:23]3[O:27][C:26]([C:28]([OH:30])=O)=[CH:25][CH:24]=3)[CH:21]=2)[NH:16][N:15]=1.[OH:31][C:32]1[CH:33]=[C:34]([CH:37]=[CH:38][CH:39]=1)[CH2:35][NH2:36].O. (3) Given the product [Cl:1][C:2]1[CH:7]=[CH:6][C:5]([O:8][C:16]2[CH:21]=[CH:20][N:19]=[CH:18][C:17]=2[N+:22]([O-:24])=[O:23])=[CH:4][CH:3]=1, predict the reactants needed to synthesize it. The reactants are: [Cl:1][C:2]1[CH:7]=[CH:6][C:5]([OH:8])=[CH:4][CH:3]=1.C(=O)([O-])[O-].[K+].[K+].Cl[C:16]1[CH:21]=[CH:20][N:19]=[CH:18][C:17]=1[N+:22]([O-:24])=[O:23].O. (4) Given the product [CH2:23]([N:22]([CH2:30][C:31]1[CH:36]=[CH:35][CH:34]=[CH:33][CH:32]=1)[S:21]([C:18]1[CH:17]=[CH:16][C:15]([N:14]([CH2:39][C:40]2[CH:45]=[CH:44][CH:43]=[CH:42][CH:41]=2)[CH:11]2[CH2:10][CH2:9][NH:8][CH2:13][CH2:12]2)=[CH:20][CH:19]=1)(=[O:38])=[O:37])[C:24]1[CH:29]=[CH:28][CH:27]=[CH:26][CH:25]=1, predict the reactants needed to synthesize it. The reactants are: C(OC([N:8]1[CH2:13][CH2:12][CH:11]([NH:14][C:15]2[CH:20]=[CH:19][C:18]([S:21](=[O:38])(=[O:37])[N:22]([CH2:30][C:31]3[CH:36]=[CH:35][CH:34]=[CH:33][CH:32]=3)[CH2:23][C:24]3[CH:29]=[CH:28][CH:27]=[CH:26][CH:25]=3)=[CH:17][CH:16]=2)[CH2:10][CH2:9]1)=O)(C)(C)C.[CH2:39](Br)[C:40]1[CH:45]=[CH:44][CH:43]=[CH:42][CH:41]=1. (5) Given the product [ClH:35].[NH2:31][C:29]1[S:30]/[C:26](=[CH:25]\[C:22]2[CH:23]=[C:24]3[C:19](=[CH:20][CH:21]=2)[N:18]=[CH:17][C:16]([C:33]#[N:34])=[C:15]3[O:14][CH:11]2[CH2:12][CH2:13][NH:8][CH2:9][CH2:10]2)/[C:27](=[O:32])[N:28]=1, predict the reactants needed to synthesize it. The reactants are: C(OC([N:8]1[CH2:13][CH2:12][CH:11]([O:14][C:15]2[C:24]3[C:19](=[CH:20][CH:21]=[C:22](/[CH:25]=[C:26]4/[C:27](=[O:32])[N:28]=[C:29]([NH2:31])[S:30]/4)[CH:23]=3)[N:18]=[CH:17][C:16]=2[C:33]#[N:34])[CH2:10][CH2:9]1)=O)(C)(C)C.[ClH:35]. (6) Given the product [C:12]12([C:22]([O:24][CH2:1][CH2:2][NH:9][S:6]([C:5]([F:11])([F:10])[F:4])(=[O:8])=[O:7])=[O:23])[CH2:21][CH:16]3[CH2:17][CH:18]([CH2:20][CH:14]([CH2:15]3)[CH2:13]1)[CH2:19]2, predict the reactants needed to synthesize it. The reactants are: [CH2:1](O)[CH3:2].[F:4][C:5]([F:11])([F:10])[S:6]([NH2:9])(=[O:8])=[O:7].[C:12]12([C:22]([OH:24])=[O:23])[CH2:21][CH:16]3[CH2:17][CH:18]([CH2:20][CH:14]([CH2:15]3)[CH2:13]1)[CH2:19]2.C1(C)C=CC(S(O)(=O)=O)=CC=1.C1(C)C=CC=CC=1. (7) Given the product [ClH:26].[C:21](=[O:25])([O:14][CH2:13][CH:2]([O:1][C:27](=[O:29])[O:30][CH2:31][CH3:32])[CH2:3][NH:4][CH3:12])[O:22][CH2:23][CH3:24], predict the reactants needed to synthesize it. The reactants are: [OH:1][CH:2]([CH2:13][OH:14])[CH2:3][N:4]([CH3:12])C(=O)OC(C)(C)C.N1C=CC=CC=1.[C:21]([Cl:26])(=[O:25])[O:22][CH2:23][CH3:24].[C:27]([O:30][CH2:31][CH3:32])(=[O:29])C. (8) Given the product [CH3:1][O:2][C:3]1[CH:4]=[C:5]([CH2:6][CH2:7][NH:8][C:19]2[C:18]3[N:22]=[CH:23][N:24]([C:17]=3[N:16]=[CH:15][N:20]=2)[C@@H:25]2[O:29][C@H:28]([CH2:30][OH:31])[C@@H:27]([OH:32])[C@H:26]2[OH:33])[CH:9]=[CH:10][C:11]=1[OH:13], predict the reactants needed to synthesize it. The reactants are: [CH3:1][O:2][C:3]1(O)[C:11]([OH:13])(O)[CH:10]=[CH:9][C:5]([CH2:6][CH2:7][NH2:8])=[CH:4]1.[CH:15]1[N:20]=[C:19](Cl)[C:18]2[N:22]=[CH:23][N:24]([C@@H:25]3[O:29][C@H:28]([CH2:30][OH:31])[C@@H:27]([OH:32])[C@H:26]3[OH:33])[C:17]=2[N:16]=1.C(N(CC)CC)C. (9) Given the product [CH:1]([O:4][C:5](=[O:9])[O:6][CH:7]([Cl:8])[CH3:11])([CH3:3])[CH3:2], predict the reactants needed to synthesize it. The reactants are: [CH:1]([O:4][C:5](=[O:9])[O:6][CH2:7][Cl:8])([CH3:3])[CH3:2].Cl[C:11](OCCCl)=O.